From a dataset of Catalyst prediction with 721,799 reactions and 888 catalyst types from USPTO. Predict which catalyst facilitates the given reaction. (1) Reactant: [Br:1][C:2]1[C:3]([CH3:22])=[C:4]([CH2:17][CH2:18][N+:19]([O-:21])=[O:20])[N:5]([S:7]([C:10]2[CH:16]=[CH:15][C:13]([CH3:14])=[CH:12][CH:11]=2)(=[O:9])=[O:8])[CH:6]=1.[CH3:23][O:24][CH:25]([O:32][CH3:33])[C:26](=[O:31])[CH:27]=[C:28]([CH3:30])[CH3:29].C1CCN2C(=NCCC2)CC1. Product: [Br:1][C:2]1[C:3]([CH3:22])=[C:4]([CH2:17][CH:18]([N+:19]([O-:21])=[O:20])[C:28]([CH3:30])([CH3:29])[CH2:27][C:26](=[O:31])[CH:25]([O:24][CH3:23])[O:32][CH3:33])[N:5]([S:7]([C:10]2[CH:11]=[CH:12][C:13]([CH3:14])=[CH:15][CH:16]=2)(=[O:8])=[O:9])[CH:6]=1. The catalyst class is: 625. (2) Reactant: [Cl:1][C:2]1[CH:7]=[CH:6][C:5]([CH:8]([CH2:15][N+:16]([O-])=O)[CH2:9][C:10](OCC)=[O:11])=[CH:4][CH:3]=1.Cl. Product: [Cl:1][C:2]1[CH:7]=[CH:6][C:5]([CH:8]2[CH2:15][NH:16][C:10](=[O:11])[CH2:9]2)=[CH:4][CH:3]=1. The catalyst class is: 180. (3) Reactant: [N:1]1([C:7]2[C:8]3[CH:25]=[CH:24][N:23]([CH2:26][C:27]([F:30])([F:29])[F:28])[C:9]=3[N:10]=[C:11]([C:13]3[CH:22]=[CH:21][C:16]4[NH:17][C:18]([NH2:20])=[N:19][C:15]=4[CH:14]=3)[N:12]=2)[CH2:6][CH2:5][O:4][CH2:3][CH2:2]1.CCN(CC)CC.Cl[C:39]([O:41][CH2:42][CH3:43])=[O:40]. Product: [N:1]1([C:7]2[C:8]3[CH:25]=[CH:24][N:23]([CH2:26][C:27]([F:29])([F:30])[F:28])[C:9]=3[N:10]=[C:11]([C:13]3[CH:22]=[CH:21][C:16]4[NH:17][C:18]([NH:20][C:39](=[O:40])[O:41][CH2:42][CH3:43])=[N:19][C:15]=4[CH:14]=3)[N:12]=2)[CH2:6][CH2:5][O:4][CH2:3][CH2:2]1. The catalyst class is: 22. (4) Reactant: [O:1]1[C:5]2[CH:6]=[CH:7][C:8]([CH:10]=[O:11])=[CH:9][C:4]=2[CH:3]=[CH:2]1.C1C(=O)N([Br:19])C(=O)C1.C1C=CN=CC=1.[FH:26]. Product: [Br:19][C:3]1[C:4]2[CH:9]=[C:8]([CH:10]=[O:11])[CH:7]=[CH:6][C:5]=2[O:1][C:2]=1[F:26]. The catalyst class is: 28.